From a dataset of Catalyst prediction with 721,799 reactions and 888 catalyst types from USPTO. Predict which catalyst facilitates the given reaction. Reactant: [CH2:1]([O:8][C:9]([N:11]1[CH2:16][C@H:15]([CH3:17])[C@@H:14]([O:18]C(C)(C)C(C)(C)C)[C@H:13]([NH:26][C:27]([O:29][C:30]([CH3:33])([CH3:32])[CH3:31])=[O:28])[CH2:12]1)=[O:10])[C:2]1[CH:7]=[CH:6][CH:5]=[CH:4][CH:3]=1.CCCC[N+](CCCC)(CCCC)CCCC.[F-]. Product: [CH2:1]([O:8][C:9]([N:11]1[CH2:16][C@H:15]([CH3:17])[C@@H:14]([OH:18])[C@H:13]([NH:26][C:27]([O:29][C:30]([CH3:31])([CH3:33])[CH3:32])=[O:28])[CH2:12]1)=[O:10])[C:2]1[CH:3]=[CH:4][CH:5]=[CH:6][CH:7]=1. The catalyst class is: 49.